From a dataset of Catalyst prediction with 721,799 reactions and 888 catalyst types from USPTO. Predict which catalyst facilitates the given reaction. (1) Reactant: [C:1]([C:3]1[CH:14]=[CH:13][C:6]([C:7](N(OC)C)=[O:8])=[C:5]([F:15])[CH:4]=1)#[N:2].[CH3:16][Mg]Br.O1CCCC1.O.C(O)(=O)CC(CC(O)=O)(C(O)=O)O. Product: [C:7]([C:6]1[CH:13]=[CH:14][C:3]([C:1]#[N:2])=[CH:4][C:5]=1[F:15])(=[O:8])[CH3:16]. The catalyst class is: 7. (2) Reactant: Br[C:2]1[N:6]([CH2:7][C:8]2[CH:13]=[CH:12][C:11]([O:14][CH3:15])=[CH:10][CH:9]=2)[N:5]=[C:4]([N:16]([CH3:18])[CH3:17])[N:3]=1.[Cl:19][C:20]1[CH:21]=[C:22]([CH:24]=[C:25]([Cl:27])[CH:26]=1)[NH2:23].CC([O-])(C)C.[Na+]. Product: [Cl:19][C:20]1[CH:21]=[C:22]([NH:23][C:2]2[N:6]([CH2:7][C:8]3[CH:13]=[CH:12][C:11]([O:14][CH3:15])=[CH:10][CH:9]=3)[N:5]=[C:4]([N:16]([CH3:18])[CH3:17])[N:3]=2)[CH:24]=[C:25]([Cl:27])[CH:26]=1. The catalyst class is: 3. (3) Reactant: [CH2:1]([C:5]1[CH:11]=[CH:10][CH:9]=[CH:8][C:6]=1[NH2:7])[CH2:2][CH2:3][CH3:4].B(Cl)(Cl)Cl.Cl[CH2:17][C:18]#N.[Cl-].[Cl-].[Cl-].[Al+3]. Product: [CH2:1]([C:5]1[CH:11]=[CH:10][CH:9]=[C:8]2[C:6]=1[NH:7][CH:18]=[CH:17]2)[CH2:2][CH2:3][CH3:4]. The catalyst class is: 11. (4) Reactant: [F:1][C:2]1[CH:3]=[CH:4][C:5]([C:27]([F:30])([F:29])[F:28])=[C:6]([C@H:8]2[CH2:12][CH2:11][CH2:10][N:9]2[C:13]2[CH:18]=[CH:17][N:16]3[N:19]=[CH:20][C:21]([C:22]([O:24]CC)=[O:23])=[C:15]3[N:14]=2)[CH:7]=1.[OH-].[Na+].CO.C(O)(=O)CC(CC(O)=O)(C(O)=O)O. Product: [F:1][C:2]1[CH:3]=[CH:4][C:5]([C:27]([F:30])([F:28])[F:29])=[C:6]([CH:8]2[CH2:12][CH2:11][CH2:10][N:9]2[C:13]2[CH:18]=[CH:17][N:16]3[N:19]=[CH:20][C:21]([C:22]([OH:24])=[O:23])=[C:15]3[N:14]=2)[CH:7]=1. The catalyst class is: 170.